This data is from Forward reaction prediction with 1.9M reactions from USPTO patents (1976-2016). The task is: Predict the product of the given reaction. (1) The product is: [CH3:33][O:32][C:27]1[CH:28]=[CH:29][CH:30]=[CH:31][C:26]=1[CH2:25][N:20]1[CH2:19][CH2:18][N:17]([C:5]2[N:4]=[C:3]([N:2]([CH3:1])[CH3:23])[CH:8]=[C:7]([NH:9][C:10]3[CH:11]=[CH:12][C:13]([CH3:16])=[CH:14][CH:15]=3)[N:6]=2)[CH2:22][CH2:21]1. Given the reactants [CH3:1][N:2]([CH3:23])[C:3]1[CH:8]=[C:7]([NH:9][C:10]2[CH:15]=[CH:14][C:13]([CH3:16])=[CH:12][CH:11]=2)[N:6]=[C:5]([N:17]2[CH2:22][CH2:21][NH:20][CH2:19][CH2:18]2)[N:4]=1.Cl[CH2:25][C:26]1[CH:31]=[CH:30][CH:29]=[CH:28][C:27]=1[O:32][CH3:33].C(N(CC)CC)C.C([O-])(O)=O.[Na+], predict the reaction product. (2) Given the reactants [Br:1][C:2]1[CH:7]=[CH:6][C:5]([S:8](Cl)(=[O:10])=[O:9])=[CH:4][CH:3]=1.C(N(CC)CC)C.[NH2:19][C@H:20]([CH3:23])[CH2:21][OH:22], predict the reaction product. The product is: [Br:1][C:2]1[CH:7]=[CH:6][C:5]([S:8]([NH:19][C@@H:20]([CH3:23])[CH2:21][OH:22])(=[O:10])=[O:9])=[CH:4][CH:3]=1. (3) Given the reactants CC([N:5]([C@@H:9]([CH2:22][C:23]1[CH:28]=[CH:27][CH:26]=[CH:25][C:24]=1[C:29]([F:32])([F:31])[F:30])[CH2:10][N:11]1[C:19](=[O:20])[C:18]2[C:13](=[CH:14][CH:15]=[CH:16][CH:17]=2)[C:12]1=[O:21])C(=O)[O-])(C)C.Cl, predict the reaction product. The product is: [NH2:5][C@@H:9]([CH2:22][C:23]1[CH:28]=[CH:27][CH:26]=[CH:25][C:24]=1[C:29]([F:32])([F:30])[F:31])[CH2:10][N:11]1[C:19](=[O:20])[C:18]2[C:13](=[CH:14][CH:15]=[CH:16][CH:17]=2)[C:12]1=[O:21]. (4) Given the reactants [BH4-].[Na+].[Cl:3][C:4]1[CH:11]=[C:10]([CH3:12])[CH:9]=[C:8]([F:13])[C:5]=1[CH:6]=[O:7], predict the reaction product. The product is: [Cl:3][C:4]1[CH:11]=[C:10]([CH3:12])[CH:9]=[C:8]([F:13])[C:5]=1[CH2:6][OH:7].